From a dataset of Reaction yield outcomes from USPTO patents with 853,638 reactions. Predict the reaction yield, written as a fraction of the theoretical maximum amount of product (1.0 means a 100% yield; for example, 0.34 means a 34% yield). (1) The reactants are Cl[C:2]1[C:7]([N+:8]([O-:10])=[O:9])=[C:6]([NH:11][CH2:12][C:13]2[C:18]([CH3:19])=[CH:17][CH:16]=[CH:15][C:14]=2[CH2:20][CH3:21])[CH:5]=[C:4]([Cl:22])[N:3]=1.[CH2:23]([Sn](CCCC)(CCCC)C#CC)[CH2:24][CH2:25]C. The catalyst is O1CCOCC1.Cl[Pd](Cl)([P](C1C=CC=CC=1)(C1C=CC=CC=1)C1C=CC=CC=1)[P](C1C=CC=CC=1)(C1C=CC=CC=1)C1C=CC=CC=1. The product is [Cl:22][C:4]1[N:3]=[C:2]([C:23]#[C:24][CH3:25])[C:7]([N+:8]([O-:10])=[O:9])=[C:6]([NH:11][CH2:12][C:13]2[C:18]([CH3:19])=[CH:17][CH:16]=[CH:15][C:14]=2[CH2:20][CH3:21])[CH:5]=1. The yield is 0.760. (2) The catalyst is C(#N)C. The reactants are Cl[S:2]([NH:5][CH2:6][CH2:7][P:8](=[O:15])([O:12][CH2:13][CH3:14])[O:9][CH2:10][CH3:11])(=[O:4])=[O:3].[Cl:16][C:17]1[CH:18]=[C:19]2[C:24](=[C:25]([Cl:27])[CH:26]=1)[CH2:23][N:22]([CH3:28])[CH2:21][CH:20]2[C:29]1[CH:34]=[CH:33][C:32]([NH2:35])=[CH:31][CH:30]=1.C(N(C(C)C)C(C)C)C. The yield is 0.160. The product is [Cl:16][C:17]1[CH:18]=[C:19]2[C:24](=[C:25]([Cl:27])[CH:26]=1)[CH2:23][N:22]([CH3:28])[CH2:21][CH:20]2[C:29]1[CH:34]=[CH:33][C:32]([NH:35][S:2]([NH:5][CH2:6][CH2:7][P:8](=[O:15])([O:12][CH2:13][CH3:14])[O:9][CH2:10][CH3:11])(=[O:4])=[O:3])=[CH:31][CH:30]=1. (3) The reactants are [Cl:1][C:2]1[CH:3]=[C:4]2[C:9](=[CH:10][C:11]=1[O:12][C:13]1[CH:18]=[CH:17][C:16]([C:19](=[O:30])[NH:20][CH2:21][CH2:22][C:23]3[CH:28]=[CH:27][C:26]([Cl:29])=[CH:25][CH:24]=3)=[CH:15][CH:14]=1)[O:8][CH2:7][CH2:6][CH:5]2[C:31]([O:33]CC)=[O:32].[OH-].[Na+].Cl.CCOC(C)=O. The catalyst is CCO.C1COCC1. The product is [Cl:1][C:2]1[CH:3]=[C:4]2[C:9](=[CH:10][C:11]=1[O:12][C:13]1[CH:14]=[CH:15][C:16]([C:19](=[O:30])[NH:20][CH2:21][CH2:22][C:23]3[CH:24]=[CH:25][C:26]([Cl:29])=[CH:27][CH:28]=3)=[CH:17][CH:18]=1)[O:8][CH2:7][CH2:6][CH:5]2[C:31]([OH:33])=[O:32]. The yield is 0.950. (4) The reactants are [N:1]1[CH:2]=[N:3][N:4]2[CH:9]=[C:8]([C:10]3[N:11]=[C:12]([CH2:22][NH:23][C:24]4[CH:29]=[CH:28][CH:27]=[C:26]([CH:30]=[CH2:31])[CH:25]=4)[NH:13][C:14]=3[C:15]3[CH:20]=[CH:19][CH:18]=[C:17]([CH3:21])[N:16]=3)[CH:7]=[CH:6][C:5]=12.[OH:32][S:33]([OH:36])(=[O:35])=[O:34]. The catalyst is CCO.CCOCC. The product is [S:33]([OH:36])([OH:35])(=[O:34])=[O:32].[N:1]1[CH:2]=[N:3][N:4]2[CH:9]=[C:8]([C:10]3[N:11]=[C:12]([CH2:22][NH:23][C:24]4[CH:29]=[CH:28][CH:27]=[C:26]([CH:30]=[CH2:31])[CH:25]=4)[NH:13][C:14]=3[C:15]3[CH:20]=[CH:19][CH:18]=[C:17]([CH3:21])[N:16]=3)[CH:7]=[CH:6][C:5]=12. The yield is 0.640. (5) The reactants are [Na].Cl[C:3]1[C:12]2[C:7](=[CH:8][C:9]([C:13]([F:16])([F:15])[F:14])=[CH:10][CH:11]=2)[N:6]=[C:5]([S:17][CH2:18][CH3:19])[C:4]=1[C:20]([NH:22][CH2:23][C:24]1[CH:29]=[CH:28][CH:27]=[C:26]([F:30])[CH:25]=1)=[O:21].CCCCCC.[CH3:37][OH:38]. No catalyst specified. The product is [CH2:18]([S:17][C:5]1[C:4]([C:20]([NH:22][CH2:23][C:24]2[CH:29]=[CH:28][CH:27]=[C:26]([F:30])[CH:25]=2)=[O:21])=[C:3]([O:38][CH3:37])[C:12]2[C:7](=[CH:8][C:9]([C:13]([F:16])([F:15])[F:14])=[CH:10][CH:11]=2)[N:6]=1)[CH3:19]. The yield is 0.380.